This data is from Forward reaction prediction with 1.9M reactions from USPTO patents (1976-2016). The task is: Predict the product of the given reaction. Given the reactants [Br:1][C:2]1[C:3]([CH2:8][NH:9][C:10](=O)[C:11]2[CH:16]=[CH:15][C:14]([F:17])=[CH:13][CH:12]=2)=[N:4][CH:5]=[CH:6][CH:7]=1.O.C(=O)([O-])[O-].[K+].[K+], predict the reaction product. The product is: [Br:1][C:2]1[C:3]2[N:4]([C:10]([C:11]3[CH:16]=[CH:15][C:14]([F:17])=[CH:13][CH:12]=3)=[N:9][CH:8]=2)[CH:5]=[CH:6][CH:7]=1.